Dataset: Full USPTO retrosynthesis dataset with 1.9M reactions from patents (1976-2016). Task: Predict the reactants needed to synthesize the given product. (1) Given the product [Cl:1][C:2]1[CH:7]=[CH:6][C:5]([C@H:8]2[N:15]3[C:11]([S:12][C:13]([CH2:19][OH:20])=[C:14]3[CH:16]([CH3:18])[CH3:17])=[N:10][C@H:9]2[C:24]2[CH:25]=[CH:26][C:27]([Cl:30])=[CH:28][CH:29]=2)=[CH:4][CH:3]=1, predict the reactants needed to synthesize it. The reactants are: [Cl:1][C:2]1[CH:7]=[CH:6][C:5]([C@H:8]2[N:15]3[C:11]([S:12][C:13]([C:19](OCC)=[O:20])=[C:14]3[CH:16]([CH3:18])[CH3:17])=[N:10][C@H:9]2[C:24]2[CH:29]=[CH:28][C:27]([Cl:30])=[CH:26][CH:25]=2)=[CH:4][CH:3]=1.[H-].[Al+3].[Li+].[H-].[H-].[H-].[OH-].[Na+].S([O-])([O-])(=O)=O.[Na+].[Na+]. (2) Given the product [Cl:13][C:14]1[CH:19]=[CH:18][C:17]([S:20]([NH:1][C@@H:2]2[CH2:7][CH2:6][CH2:5][CH2:4][C@H:3]2[C:8]([OH:10])=[O:9])(=[O:22])=[O:21])=[CH:16][CH:15]=1, predict the reactants needed to synthesize it. The reactants are: [NH2:1][C@@H:2]1[CH2:7][CH2:6][CH2:5][CH2:4][C@H:3]1[C:8]([OH:10])=[O:9].[OH-].[Na+].[Cl:13][C:14]1[CH:19]=[CH:18][C:17]([S:20](Cl)(=[O:22])=[O:21])=[CH:16][CH:15]=1. (3) The reactants are: C(OC(=O)[NH:10][CH:11]([C:15]1[N:16]([CH2:26][C:27]2[CH:32]=[CH:31][CH:30]=[CH:29][CH:28]=2)[C:17](=[O:25])[C:18]2[CH:24]=[N:23][CH:22]=[CH:21][C:19]=2[N:20]=1)[CH:12]([CH3:14])[CH3:13])C1C=CC=CC=1. Given the product [NH2:10][CH:11]([C:15]1[N:16]([CH2:26][C:27]2[CH:32]=[CH:31][CH:30]=[CH:29][CH:28]=2)[C:17](=[O:25])[C:18]2[CH:24]=[N:23][CH:22]=[CH:21][C:19]=2[N:20]=1)[CH:12]([CH3:14])[CH3:13], predict the reactants needed to synthesize it. (4) Given the product [C:12]([Cl:14])(=[O:13])[O:11][CH2:10][C:8]1[CH:7]=[C:4]([C:5]#[N:6])[CH:3]=[C:2]([Cl:1])[CH:9]=1, predict the reactants needed to synthesize it. The reactants are: [Cl:1][C:2]1[CH:3]=[C:4]([CH:7]=[C:8]([CH2:10][OH:11])[CH:9]=1)[C:5]#[N:6].[C:12](Cl)([Cl:14])=[O:13].C1(C)C=CC=CC=1. (5) Given the product [C:1]([O:5][C:6](=[O:34])[NH:7][CH2:8][CH2:9][CH2:10][CH2:11][NH:12][C:13]1[C:22]2[C:17](=[CH:18][C:19]([O:23][CH2:24][C:25]3[CH:26]=[CH:27][CH:28]=[CH:29][CH:30]=3)=[CH:20][CH:21]=2)[N:16]=[CH:15][C:14]=1[NH2:31])([CH3:4])([CH3:2])[CH3:3], predict the reactants needed to synthesize it. The reactants are: [C:1]([O:5][C:6](=[O:34])[NH:7][CH2:8][CH2:9][CH2:10][CH2:11][NH:12][C:13]1[C:22]2[C:17](=[CH:18][C:19]([O:23][CH2:24][C:25]3[CH:30]=[CH:29][CH:28]=[CH:27][CH:26]=3)=[CH:20][CH:21]=2)[N:16]=[CH:15][C:14]=1[N+:31]([O-])=O)([CH3:4])([CH3:3])[CH3:2].[H][H]. (6) Given the product [Br:1][C:2]1[CH:3]=[C:4]([CH:21]=[C:22]([O:35][CH2:36][C:37]2([CH3:40])[CH2:39][CH2:38]2)[CH:23]=1)[CH2:5][O:6][C:7]1[CH:12]=[CH:11][CH:10]=[CH:9][C:8]=1[CH2:13][C:14]([O:16][C:17]([CH3:18])([CH3:19])[CH3:20])=[O:15], predict the reactants needed to synthesize it. The reactants are: [Br:1][C:2]1[CH:3]=[C:4]([CH:21]=[C:22](C(F)(F)F)[CH:23]=1)[CH2:5][O:6][C:7]1[CH:12]=[CH:11][CH:10]=[CH:9][C:8]=1[CH2:13][C:14]([O:16][C:17]([CH3:20])([CH3:19])[CH3:18])=[O:15].BrC1C=C(CO)C=C([O:35][CH2:36][C:37]2([CH3:40])[CH2:39][CH2:38]2)C=1.OC1C=CC=CC=1CC(OC(C)(C)C)=O. (7) Given the product [CH3:1][NH:2][CH2:3][CH2:4][CH:5]([O:12][C:13]1[CH:18]=[CH:17][C:16]([C:19]([F:20])([F:22])[F:21])=[CH:15][CH:14]=1)[C:6]1[CH:7]=[CH:8][CH:9]=[CH:10][CH:11]=1.[ClH:23].[C:24]([OH:31])(=[O:30])[CH2:25][CH2:26][C:27]([OH:29])=[O:28].[ClH:23].[C:24]([OH:31])(=[O:30])/[CH:25]=[CH:26]/[C:27]([OH:29])=[O:28], predict the reactants needed to synthesize it. The reactants are: [CH3:1][NH:2][CH2:3][CH2:4][CH:5]([O:12][C:13]1[CH:14]=[CH:15][C:16]([C:19]([F:22])([F:21])[F:20])=[CH:17][CH:18]=1)[C:6]1[CH:7]=[CH:8][CH:9]=[CH:10][CH:11]=1.[ClH:23].[C:24]([OH:31])(=[O:30])/[CH:25]=[CH:26]/[C:27]([OH:29])=[O:28].C(O)C.